Dataset: Cav3 T-type calcium channel HTS with 100,875 compounds. Task: Binary Classification. Given a drug SMILES string, predict its activity (active/inactive) in a high-throughput screening assay against a specified biological target. The molecule is S(=O)(=O)(NCc1ccccc1)c1ccc(OCC(=O)N2CCN(CC2)C(OCC)=O)cc1. The result is 0 (inactive).